Dataset: Forward reaction prediction with 1.9M reactions from USPTO patents (1976-2016). Task: Predict the product of the given reaction. (1) The product is: [CH2:19]([O:18][C:16](=[O:17])[C:15]([C:13]#[N:14])=[C:5]([C:7]1[CH:12]=[CH:11][CH:10]=[CH:9][CH:8]=1)[C:2]([F:4])([F:3])[F:1])[CH3:20]. Given the reactants [F:1][C:2]([C:5]([C:7]1[CH:12]=[CH:11][CH:10]=[CH:9][CH:8]=1)=O)([F:4])[F:3].[C:13]([CH2:15][C:16]([O:18][CH2:19][CH3:20])=[O:17])#[N:14].N1C=CC=CC=1, predict the reaction product. (2) Given the reactants [CH3:1][C:2]1[CH:3]=[C:4]([NH:20][C:21]2[N:26]=[C:25]([O:27][CH2:28][C:29](O)=[O:30])[CH:24]=[CH:23][N:22]=2)[CH:5]=[C:6]([C:8]2[S:12][C:11]([C:13]([OH:19])([CH3:18])[C:14]([F:17])([F:16])[F:15])=[N:10][CH:9]=2)[CH:7]=1.O[N:33]1C2C=CC=CC=2N=N1.C(N(C(C)C)CC)(C)C.Cl.C(N=C=NCCCN(C)C)C.[Cl-].[NH4+], predict the reaction product. The product is: [CH3:1][C:2]1[CH:3]=[C:4]([NH:20][C:21]2[N:26]=[C:25]([O:27][CH2:28][C:29]([NH2:33])=[O:30])[CH:24]=[CH:23][N:22]=2)[CH:5]=[C:6]([C:8]2[S:12][C:11]([C:13]([OH:19])([CH3:18])[C:14]([F:16])([F:15])[F:17])=[N:10][CH:9]=2)[CH:7]=1. (3) The product is: [CH2:14]([O:13][C:3]1[CH:4]=[C:5]([CH:6]=[O:7])[CH:8]=[C:9]([O:10][CH2:11][CH3:12])[C:2]=1[C:20]1[CH:19]=[CH:18][C:17]([F:16])=[C:22]([F:23])[CH:21]=1)[CH3:15]. Given the reactants Br[C:2]1[C:9]([O:10][CH2:11][CH3:12])=[CH:8][C:5]([CH:6]=[O:7])=[CH:4][C:3]=1[O:13][CH2:14][CH3:15].[F:16][C:17]1[CH:18]=[C:19](B(O)O)[CH:20]=[CH:21][C:22]=1[F:23].P([O-])([O-])([O-])=O.[K+].[K+].[K+].CN(C=O)C, predict the reaction product. (4) Given the reactants [Cl:1][C:2]1[N:7]=[C:6](Cl)[CH:5]=[CH:4][N:3]=1.[CH3:9][O:10][C:11]1[CH:12]=[CH:13][C:14]([CH2:17][OH:18])=[CH:15][CH:16]=1.[OH-].[K+], predict the reaction product. The product is: [Cl:1][C:2]1[N:7]=[C:6]([O:18][CH2:17][C:14]2[CH:13]=[CH:12][C:11]([O:10][CH3:9])=[CH:16][CH:15]=2)[CH:5]=[CH:4][N:3]=1. (5) Given the reactants [Cl:1][C:2]1[C:3]([N:12]2[CH:16]=[C:15]([CH2:17][CH2:18][CH2:19][O:20]COC)[C:14]([CH:24]([CH3:26])[CH3:25])=[N:13]2)=[N:4][CH:5]=[C:6]([C:8]([F:11])([F:10])[F:9])[CH:7]=1.Cl, predict the reaction product. The product is: [Cl:1][C:2]1[C:3]([N:12]2[CH:16]=[C:15]([CH2:17][CH2:18][CH2:19][OH:20])[C:14]([CH:24]([CH3:26])[CH3:25])=[N:13]2)=[N:4][CH:5]=[C:6]([C:8]([F:10])([F:11])[F:9])[CH:7]=1. (6) Given the reactants [CH3:1][C:2]1[NH:3][C:4]2[C:9]([C:10]=1[CH3:11])=[CH:8][C:7]([NH:12][C:13]1[C:22]3[C:17](=[CH:18][C:19]([OH:25])=[C:20]([O:23][CH3:24])[CH:21]=3)[N:16]=[CH:15][N:14]=1)=[CH:6][CH:5]=2.[CH3:26][N:27]([CH2:34][CH2:35]O)[C:28]1[CH:33]=[CH:32][N:31]=[CH:30][CH:29]=1, predict the reaction product. The product is: [CH3:1][C:2]1[NH:3][C:4]2[C:9]([C:10]=1[CH3:11])=[CH:8][C:7]([NH:12][C:13]1[C:22]3[C:17](=[CH:18][C:19]([O:25][CH2:35][CH2:34][N:27]([CH3:26])[C:28]4[CH:33]=[CH:32][N:31]=[CH:30][CH:29]=4)=[C:20]([O:23][CH3:24])[CH:21]=3)[N:16]=[CH:15][N:14]=1)=[CH:6][CH:5]=2.